From a dataset of Forward reaction prediction with 1.9M reactions from USPTO patents (1976-2016). Predict the product of the given reaction. (1) Given the reactants [F:1][C:2]1[C:13]([CH3:14])=[CH:12][CH:11]=[CH:10][C:3]=1[C:4](N(OC)C)=[O:5].[CH3:15][Mg]Br, predict the reaction product. The product is: [F:1][C:2]1[C:13]([CH3:14])=[CH:12][CH:11]=[CH:10][C:3]=1[C:4](=[O:5])[CH3:15]. (2) The product is: [CH3:1][O:2][C:3]([C:5]1[CH:14]=[C:13]([N:33]2[CH2:38][CH2:37][CH2:36][CH2:35][CH2:34]2)[C:12]2[C:7](=[C:8]([N+:23]([O-:25])=[O:24])[CH:9]=[CH:10][CH:11]=2)[N:6]=1)=[O:4]. Given the reactants [CH3:1][O:2][C:3]([C:5]1[CH:14]=[C:13](OS(C(F)(F)F)(=O)=O)[C:12]2[C:7](=[C:8]([N+:23]([O-:25])=[O:24])[CH:9]=[CH:10][CH:11]=2)[N:6]=1)=[O:4].CN1CCNCC1.[NH:33]1[CH2:38][CH2:37][CH2:36][CH2:35][CH2:34]1, predict the reaction product. (3) Given the reactants [Cl:1][C:2]1[CH:3]=[CH:4][C:5]([O:11]C)=[C:6]([B:8]([OH:10])[OH:9])[CH:7]=1, predict the reaction product. The product is: [Cl:1][C:2]1[CH:3]=[CH:4][C:5]([OH:11])=[C:6]([B:8]([OH:9])[OH:10])[CH:7]=1. (4) Given the reactants [S:1]1[CH:5]=[CH:4][C:3]([C:6](Cl)=[O:7])=[CH:2]1.[CH2:9]([NH:11][CH2:12][CH3:13])[CH3:10], predict the reaction product. The product is: [CH2:9]([N:11]([CH2:12][CH3:13])[C:6]([C:3]1[CH:4]=[CH:5][S:1][CH:2]=1)=[O:7])[CH3:10].